From a dataset of Forward reaction prediction with 1.9M reactions from USPTO patents (1976-2016). Predict the product of the given reaction. (1) Given the reactants C[O-].[Na+].Cl.[NH2:5][CH2:6][C:7]([NH2:9])=[O:8].C(O)(=O)C.[Cl:14][C:15]1[CH:16]=[CH:17][C:18]([O:29][CH3:30])=[C:19]([C:21](=O)[CH2:22][C:23]([O:25][CH2:26][CH3:27])=[O:24])[CH:20]=1, predict the reaction product. The product is: [NH2:9][C:7](=[O:8])[CH2:6][NH:5]/[C:21](/[C:19]1[CH:20]=[C:15]([Cl:14])[CH:16]=[CH:17][C:18]=1[O:29][CH3:30])=[CH:22]\[C:23]([O:25][CH2:26][CH3:27])=[O:24]. (2) Given the reactants ONC(C1C=CC2[O:12][C:11](CO)=CC=2C=1)=N.Cl[C:17]1[CH:18]=[C:19]([C:27]2[O:31][N:30]=[C:29]([C:32]3[CH:33]=[CH:34][C:35]4[O:39][C:38]([C:40]5([NH:48]C(=O)OC(C)(C)C)[CH2:45][O:44]C(C)(C)[O:42][CH2:41]5)=[CH:37][C:36]=4[CH:56]=3)[N:28]=2)[CH:20]=[CH:21][C:22]=1[O:23][CH2:24][CH2:25][CH3:26], predict the reaction product. The product is: [NH2:48][C:40]([C:38]1[O:39][C:35]2[CH:34]=[CH:33][C:32]([C:29]3[N:28]=[C:27]([C:19]4[CH:20]=[CH:21][C:22]([O:23][CH2:24][CH2:25][CH3:26])=[C:17]([O:12][CH3:11])[CH:18]=4)[O:31][N:30]=3)=[CH:56][C:36]=2[CH:37]=1)([CH2:45][OH:44])[CH2:41][OH:42]. (3) The product is: [BrH:19].[BrH:19].[NH:6]1[CH2:7][CH2:8][CH:9]([NH:12][C:13]2[N:14]=[CH:15][CH:16]=[CH:17][N:18]=2)[CH2:10][CH2:11]1. Given the reactants C(OC([N:6]1[CH2:11][CH2:10][CH:9]([NH:12][C:13]2[N:18]=[CH:17][CH:16]=[CH:15][N:14]=2)[CH2:8][CH2:7]1)=O)C.[BrH:19], predict the reaction product.